This data is from Forward reaction prediction with 1.9M reactions from USPTO patents (1976-2016). The task is: Predict the product of the given reaction. (1) Given the reactants [CH:1]1[C:14]2[C:5](=[N:6][CH:7]=[C:8]3[C:13]=2[CH:12]=[CH:11][CH:10]=[CH:9]3)[CH:4]=[CH:3][CH:2]=1.[C:15]1([C:20](Cl)=[O:21])[S:19][CH:18]=[CH:17][CH:16]=1.[NH:23]1[C:31]2[C:26](=[CH:27][CH:28]=[CH:29][CH:30]=2)[CH:25]=[CH:24]1, predict the reaction product. The product is: [NH:23]1[C:31]2[C:26](=[CH:27][CH:28]=[CH:29][CH:30]=2)[C:25]([CH:7]2[C:8]3[C:13](=[CH:12][CH:11]=[CH:10][CH:9]=3)[C:14]3[CH:1]=[CH:2][CH:3]=[CH:4][C:5]=3[N:6]2[C:20]([C:15]2[S:19][CH:18]=[CH:17][CH:16]=2)=[O:21])=[CH:24]1. (2) Given the reactants [CH3:1][O:2][C:3]1[CH:4]=[C:5]([CH:9]=[CH:10][N:11]=1)[C:6](O)=[O:7].CN1CCOCC1.ClC(OCC)=O.[BH4-].[Na+], predict the reaction product. The product is: [CH3:1][O:2][C:3]1[CH:4]=[C:5]([CH2:6][OH:7])[CH:9]=[CH:10][N:11]=1. (3) Given the reactants [Br:1][C:2]1[CH:3]=[C:4]([OH:26])[CH:5]=[C:6]([Br:25])[C:7]=1[O:8][C:9]1[CH:14]=[CH:13][C:12]([O:15]C)=[C:11]([CH2:17][C:18]2[CH:23]=[CH:22][C:21]([F:24])=[CH:20][CH:19]=2)[CH:10]=1.ClCCl.B(Br)(Br)Br, predict the reaction product. The product is: [Br:1][C:2]1[CH:3]=[C:4]([OH:26])[CH:5]=[C:6]([Br:25])[C:7]=1[O:8][C:9]1[CH:14]=[CH:13][C:12]([OH:15])=[C:11]([CH2:17][C:18]2[CH:19]=[CH:20][C:21]([F:24])=[CH:22][CH:23]=2)[CH:10]=1.